From a dataset of Reaction yield outcomes from USPTO patents with 853,638 reactions. Predict the reaction yield, written as a fraction of the theoretical maximum amount of product (1.0 means a 100% yield; for example, 0.34 means a 34% yield). (1) The reactants are [C:1]([CH2:3][C:4]1([N:15]2[CH:19]=[C:18]([C:20]3[C:21]4[CH:28]=[CH:27][N:26]([CH2:29][O:30][C:31](=[O:36])[C:32]([CH3:35])([CH3:34])[CH3:33])[C:22]=4[N:23]=[N:24][CH:25]=3)[CH:17]=[N:16]2)[CH2:7][N:6](C(OC(C)(C)C)=O)[CH2:5]1)#[N:2].FC(F)(F)C(O)=O.C(N(CC)CC)C. The catalyst is ClCCl. The product is [C:31]([O:30][CH2:29][N:26]1[C:22]2[N:23]=[N:24][CH:25]=[C:20]([C:18]3[CH:17]=[N:16][N:15]([C:4]4([CH2:3][C:1]#[N:2])[CH2:5][NH:6][CH2:7]4)[CH:19]=3)[C:21]=2[CH:28]=[CH:27]1)(=[O:36])[C:32]([CH3:35])([CH3:34])[CH3:33]. The yield is 0.990. (2) The reactants are [Cl:1][C:2]1[CH:36]=[CH:35][C:5]([CH2:6][C:7]2[N:8]=[C:9]([C:25]3[C:26]([CH3:34])=[N:27][N:28]4[CH:33]=[CH:32][CH:31]=[CH:30][C:29]=34)[S:10][C:11]=2[C:12]2[N:16]=[CH:15][N:14](COCC[Si](C)(C)C)[N:13]=2)=[CH:4][CH:3]=1.FC(F)(F)C(O)=O. The catalyst is ClCCl. The product is [Cl:1][C:2]1[CH:3]=[CH:4][C:5]([CH2:6][C:7]2[N:8]=[C:9]([C:25]3[C:26]([CH3:34])=[N:27][N:28]4[CH:33]=[CH:32][CH:31]=[CH:30][C:29]=34)[S:10][C:11]=2[C:12]2[NH:16][CH:15]=[N:14][N:13]=2)=[CH:35][CH:36]=1. The yield is 0.640. (3) The reactants are [Br:1][C:2]1[CH:14]=[CH:13][C:12]([C:15](O)=[O:16])=[C:11]2[C:3]=1[C:4]1[CH:5]([CH3:23])[CH2:6][CH:7]([C:18]([O:20][CH2:21][CH3:22])=[O:19])[CH2:8][C:9]=1[NH:10]2.O[N:25]1C2N=CC=CC=2N=N1.C(Cl)CCl. The catalyst is C1COCC1.O.CCOC(C)=O. The product is [Br:1][C:2]1[CH:14]=[CH:13][C:12]([C:15](=[O:16])[NH2:25])=[C:11]2[C:3]=1[C:4]1[CH:5]([CH3:23])[CH2:6][CH:7]([C:18]([O:20][CH2:21][CH3:22])=[O:19])[CH2:8][C:9]=1[NH:10]2. The yield is 0.310. (4) The reactants are Cl[C:2]1[CH:3]=[CH:4][N:5]2[C:10]([C:11]=1[CH3:12])=[C:9]([CH:13]1[CH2:15][CH2:14]1)[CH:8]=[C:7]([C:16]([O:18][CH3:19])=[O:17])[C:6]2=[O:20].[CH3:21][O:22][C:23]1[CH:29]=[C:28](B2OC(C)(C)C(C)(C)O2)[CH:27]=[CH:26][C:24]=1[NH2:25]. No catalyst specified. The product is [NH2:25][C:24]1[CH:26]=[CH:27][C:28]([C:2]2[CH:3]=[CH:4][N:5]3[C:10]([C:11]=2[CH3:12])=[C:9]([CH:13]2[CH2:15][CH2:14]2)[CH:8]=[C:7]([C:16]([O:18][CH3:19])=[O:17])[C:6]3=[O:20])=[CH:29][C:23]=1[O:22][CH3:21]. The yield is 0.400. (5) The reactants are [NH2:1][C:2]1[CH:30]=[CH:29][C:5]([O:6][C:7]2[CH:12]=[CH:11][N:10]=[C:9]([NH:13][C:14]([N:16]3[CH2:21][CH2:20][CH:19]([N:22]4[CH2:25][CH:24]([N:26]([CH3:28])[CH3:27])[CH2:23]4)[CH2:18][CH2:17]3)=[O:15])[CH:8]=2)=[CH:4][CH:3]=1.[F:31][C:32]1[CH:37]=[CH:36][C:35]([CH2:38][C:39]([N:41]=[C:42]=[O:43])=[O:40])=[CH:34][CH:33]=1.C(=O)([O-])O.[Na+]. The catalyst is O1CCCC1.C(OCC)C.CCCCCC. The product is [F:31][C:32]1[CH:33]=[CH:34][C:35]([CH2:38][C:39]([NH:41][C:42](=[O:43])[NH:1][C:2]2[CH:3]=[CH:4][C:5]([O:6][C:7]3[CH:12]=[CH:11][N:10]=[C:9]([NH:13][C:14]([N:16]4[CH2:17][CH2:18][CH:19]([N:22]5[CH2:23][CH:24]([N:26]([CH3:28])[CH3:27])[CH2:25]5)[CH2:20][CH2:21]4)=[O:15])[CH:8]=3)=[CH:29][CH:30]=2)=[O:40])=[CH:36][CH:37]=1. The yield is 0.270. (6) The reactants are [O:1]1[CH2:5][CH2:4][CH2:3][CH:2]1[CH2:6][CH2:7][C:8]1[CH:15]=[CH:14][C:11]([CH:12]=O)=[CH:10][CH:9]=1.[N+:16]([CH3:19])([O-:18])=[O:17].C([O-])(=O)C.[NH4+]. The catalyst is C(O)(=O)C. The product is [O:1]1[CH2:5][CH2:4][CH2:3][CH:2]1[CH2:6][CH2:7][C:8]1[CH:15]=[CH:14][C:11](/[CH:12]=[CH:19]/[N+:16]([O-:18])=[O:17])=[CH:10][CH:9]=1. The yield is 0.940. (7) The reactants are ClC1C=CC=C(C(OO)=[O:9])C=1.[CH3:12][C@H:13]1[C:21]2[C:20]([N:22]3[CH2:27][CH2:26][N:25]([C:28]([O:30][C:31]([CH3:34])([CH3:33])[CH3:32])=[O:29])[CH2:24][CH2:23]3)=[N:19][CH:18]=[N:17][C:16]=2[CH2:15][CH2:14]1.C([O-])(O)=O.[Na+].[O-]S([O-])(=S)=O.[Na+].[Na+].C([O-])([O-])=O.[Na+].[Na+]. The catalyst is C(Cl)(Cl)Cl.O. The product is [C:31]([O:30][C:28]([N:25]1[CH2:24][CH2:23][N:22]([C:20]2[N:19]=[CH:18][N+:17]([O-:9])=[C:16]3[CH2:15][CH2:14][C@@H:13]([CH3:12])[C:21]=23)[CH2:27][CH2:26]1)=[O:29])([CH3:33])([CH3:32])[CH3:34]. The yield is 1.00. (8) The reactants are [F:1][C:2]1[CH:10]=[CH:9][C:8]2[N:7]([CH2:11][C:12]3[CH:21]=[CH:20][C:15]([C:16]([O:18][CH3:19])=[O:17])=[CH:14][CH:13]=3)[C:6]3[CH2:22][CH2:23][N:24]([CH2:27][CH2:28]O)[C:25](=[O:26])[C:5]=3[C:4]=2[CH:3]=1.CCN(C(C)C)C(C)C.CS(Cl)(=O)=O.[CH3:44][N:45]1[CH2:51][CH2:50][CH2:49][NH:48][CH2:47][CH2:46]1. The catalyst is C(#N)C. The product is [F:1][C:2]1[CH:10]=[CH:9][C:8]2[N:7]([CH2:11][C:12]3[CH:13]=[CH:14][C:15]([C:16]([O:18][CH3:19])=[O:17])=[CH:20][CH:21]=3)[C:6]3[CH2:22][CH2:23][N:24]([CH2:27][CH2:28][N:48]4[CH2:49][CH2:50][CH2:51][N:45]([CH3:44])[CH2:46][CH2:47]4)[C:25](=[O:26])[C:5]=3[C:4]=2[CH:3]=1. The yield is 0.290. (9) The reactants are C[O:2][C:3]1[CH:4]=[C:5]([CH2:9][C:10]#[N:11])[CH:6]=[CH:7][CH:8]=1.B(Br)(Br)Br.O. The catalyst is C(Cl)Cl. The product is [OH:2][C:3]1[CH:4]=[C:5]([CH2:9][C:10]#[N:11])[CH:6]=[CH:7][CH:8]=1. The yield is 0.550.